Dataset: Catalyst prediction with 721,799 reactions and 888 catalyst types from USPTO. Task: Predict which catalyst facilitates the given reaction. (1) Reactant: [F:1][C:2]1[C:7]2[NH:8]C(=O)O[C:11](=[O:12])[C:6]=2[CH:5]=[CH:4][CH:3]=1.[CH2:14]([NH2:16])[CH3:15]. Product: [NH2:8][C:7]1[C:2]([F:1])=[CH:3][CH:4]=[CH:5][C:6]=1[C:11]([NH:16][CH2:14][CH3:15])=[O:12]. The catalyst class is: 7. (2) Reactant: [NH2:1][CH2:2][CH2:3][C:4]1[N:8]=[CH:7][NH:6][CH:5]=1.[H-].[Na+].Cl[C:12]1[C:17]([C:18]#[N:19])=[CH:16][N:15]=[C:14]2[S:20][C:21]([C:23]3[CH:28]=[CH:27][CH:26]=[CH:25][CH:24]=3)=[CH:22][C:13]=12.C(OCC)(=O)C. Product: [NH:6]1[CH:5]=[C:4]([CH2:3][CH2:2][NH:1][C:12]2[C:17]([C:18]#[N:19])=[CH:16][N:15]=[C:14]3[S:20][C:21]([C:23]4[CH:24]=[CH:25][CH:26]=[CH:27][CH:28]=4)=[CH:22][C:13]=23)[N:8]=[CH:7]1. The catalyst class is: 3. (3) Reactant: Br[C:2]1[CH:11]=[CH:10][CH:9]=[C:8]2[C:3]=1[CH:4]=[C:5]([C:13]1[CH:28]=[CH:27][C:16]([CH2:17][N:18]3[CH2:23][CH2:22][N:21]([C:24]([OH:26])=[O:25])[CH2:20][CH2:19]3)=[CH:15][CH:14]=1)[NH:6][C:7]2=[O:12].[C:29]([Si:31]([CH3:34])([CH3:33])[CH3:32])#[CH:30].[CH2:35](N(CC)CC)C.C1(P([C:55]2[CH:60]=[CH:59]C=CC=2)C2C=CC=CC=2)C=CC=CC=1. Product: [C:60]([O:26][C:24]([N:21]1[CH2:22][CH2:23][N:18]([CH2:17][C:16]2[CH:15]=[CH:14][C:13]([C:5]3[NH:6][C:7](=[O:12])[C:8]4[C:3]([CH:4]=3)=[C:2]([C:30]#[C:29][Si:31]([CH3:34])([CH3:33])[CH3:32])[CH:11]=[CH:10][CH:9]=4)=[CH:28][CH:27]=2)[CH2:19][CH2:20]1)=[O:25])([CH3:59])([CH3:55])[CH3:35]. The catalyst class is: 538. (4) Reactant: [O:1]=[C:2]1[C:10]2[C:9]([C:11](N)=[O:12])=[CH:8][CH:7]=[CH:6][C:5]=2[CH2:4][NH:3]1.[OH-].[Li+].C1C[O:19]CC1.CO. Product: [O:1]=[C:2]1[C:10]2[C:9]([C:11]([OH:12])=[O:19])=[CH:8][CH:7]=[CH:6][C:5]=2[CH2:4][NH:3]1. The catalyst class is: 6. (5) Reactant: [CH3:1][C:2]1[C:11]2[C:6](=[CH:7][CH:8]=[CH:9][CH:10]=2)[CH:5]=[N:4][C:3]=1[NH2:12].Cl[S:14]([C:17]1[CH:27]=[CH:26][C:20]([C:21]([O:23][CH2:24][CH3:25])=[O:22])=[CH:19][CH:18]=1)(=[O:16])=[O:15]. Product: [CH3:1][C:2]1[C:11]2[C:6](=[CH:7][CH:8]=[CH:9][CH:10]=2)[CH:5]=[N:4][C:3]=1[NH:12][S:14]([C:17]1[CH:18]=[CH:19][C:20]([C:21]([O:23][CH2:24][CH3:25])=[O:22])=[CH:26][CH:27]=1)(=[O:16])=[O:15]. The catalyst class is: 17. (6) Reactant: [S:1]1[CH:5]=[CH:4][CH:3]=[C:2]1[C:6]1[S:7][CH:8]=[CH:9][CH:10]=1.C(=O)=O.CC(C)=O.[Li]CCCC.[B:23](OC)([O:26]C)[O:24]C. Product: [S:1]1[C:5]([B:23]([OH:26])[OH:24])=[CH:4][CH:3]=[C:2]1[C:6]1[S:7][CH:8]=[CH:9][CH:10]=1. The catalyst class is: 1.